Dataset: Catalyst prediction with 721,799 reactions and 888 catalyst types from USPTO. Task: Predict which catalyst facilitates the given reaction. (1) Reactant: C(C1[N:8]=[CH:7][CH:6]=[CH:5][N:4]=1)#N.[OH-:9].[Na+:10].[CH2:11]([OH:13])[CH3:12]. Product: [N:8]1[CH:7]=[CH:6][CH:5]=[N:4][C:12]=1[C:11]([O-:9])=[O:13].[Na+:10]. The catalyst class is: 6. (2) Reactant: I([O-])(=O)(=O)=O.[Na+].[OH2:7].[Br:8][C:9]1[O:13][C:12]([CH:14]([S:25][C:26]2[CH:31]=[CH:30][CH:29]=[CH:28][CH:27]=2)[CH2:15][NH:16][C:17]([C:19]2[CH:24]=[CH:23][CH:22]=[CH:21][N:20]=2)=[O:18])=[CH:11][CH:10]=1. Product: [C:26]1([S:25]([CH:14]([C:12]2[O:13][C:9]([Br:8])=[CH:10][CH:11]=2)[CH2:15][NH:16][C:17]([C:19]2[CH:24]=[CH:23][CH:22]=[CH:21][N:20]=2)=[O:18])=[O:7])[CH:27]=[CH:28][CH:29]=[CH:30][CH:31]=1. The catalyst class is: 5.